This data is from NCI-60 drug combinations with 297,098 pairs across 59 cell lines. The task is: Regression. Given two drug SMILES strings and cell line genomic features, predict the synergy score measuring deviation from expected non-interaction effect. (1) Drug 1: CC1=C(C=C(C=C1)C(=O)NC2=CC(=CC(=C2)C(F)(F)F)N3C=C(N=C3)C)NC4=NC=CC(=N4)C5=CN=CC=C5. Drug 2: CC1=C(N=C(N=C1N)C(CC(=O)N)NCC(C(=O)N)N)C(=O)NC(C(C2=CN=CN2)OC3C(C(C(C(O3)CO)O)O)OC4C(C(C(C(O4)CO)O)OC(=O)N)O)C(=O)NC(C)C(C(C)C(=O)NC(C(C)O)C(=O)NCCC5=NC(=CS5)C6=NC(=CS6)C(=O)NCCC[S+](C)C)O. Cell line: U251. Synergy scores: CSS=47.7, Synergy_ZIP=-3.45, Synergy_Bliss=-4.06, Synergy_Loewe=-9.28, Synergy_HSA=4.25. (2) Drug 1: C1=CC=C(C=C1)NC(=O)CCCCCCC(=O)NO. Drug 2: C1CN(CCN1C(=O)CCBr)C(=O)CCBr. Cell line: MALME-3M. Synergy scores: CSS=27.7, Synergy_ZIP=-1.23, Synergy_Bliss=8.89, Synergy_Loewe=-11.0, Synergy_HSA=5.64. (3) Drug 1: C1CCN(CC1)CCOC2=CC=C(C=C2)C(=O)C3=C(SC4=C3C=CC(=C4)O)C5=CC=C(C=C5)O. Drug 2: CS(=O)(=O)C1=CC(=C(C=C1)C(=O)NC2=CC(=C(C=C2)Cl)C3=CC=CC=N3)Cl. Cell line: UACC62. Synergy scores: CSS=0.522, Synergy_ZIP=0.638, Synergy_Bliss=2.63, Synergy_Loewe=-0.576, Synergy_HSA=0.167.